From a dataset of Forward reaction prediction with 1.9M reactions from USPTO patents (1976-2016). Predict the product of the given reaction. (1) The product is: [CH3:1][C:2]1[O:6][N:5]=[C:4]([C:7]2[CH:8]=[CH:9][CH:10]=[CH:11][CH:12]=2)[C:3]=1[C:13]1[O:15][C:21]([C:18]2[CH:19]=[CH:20][S:16][CH:17]=2)=[N:23][N:24]=1. Given the reactants [CH3:1][C:2]1[O:6][N:5]=[C:4]([C:7]2[CH:12]=[CH:11][CH:10]=[CH:9][CH:8]=2)[C:3]=1[C:13]([OH:15])=O.[S:16]1[CH:20]=[CH:19][C:18]([C:21]([NH:23][NH2:24])=O)=[CH:17]1, predict the reaction product. (2) The product is: [Cl:23][C:24]1[CH:25]=[C:26]2[C:31](=[CH:32][CH:33]=1)[N:30]([C@@H:34]([CH:38]([CH3:40])[CH3:39])[C:35]([N:6]1[CH2:5][CH2:4][N:3]([C:8]3[CH:9]=[CH:10][C:11]([S:14]([NH:17][C:18]4[S:19][CH:20]=[CH:21][N:22]=4)(=[O:16])=[O:15])=[CH:12][CH:13]=3)[C:2](=[O:1])[CH2:7]1)=[O:36])[CH2:29][CH2:28][CH2:27]2. Given the reactants [O:1]=[C:2]1[CH2:7][NH:6][CH2:5][CH2:4][N:3]1[C:8]1[CH:13]=[CH:12][C:11]([S:14]([NH:17][C:18]2[S:19][CH:20]=[CH:21][N:22]=2)(=[O:16])=[O:15])=[CH:10][CH:9]=1.[Cl:23][C:24]1[CH:25]=[C:26]2[C:31](=[CH:32][CH:33]=1)[N:30]([C@@H:34]([CH:38]([CH3:40])[CH3:39])[C:35](O)=[O:36])[CH2:29][CH2:28][CH2:27]2.CN(C(ON1N=NC2C=CC=NC1=2)=[N+](C)C)C.F[P-](F)(F)(F)(F)F.C(=O)(O)[O-].[Na+], predict the reaction product. (3) Given the reactants [CH3:1][NH:2][CH2:3][CH2:4][OH:5].[H-].[Na+].Cl[C:9]1[N:14]=[CH:13][C:12](/[C:15](/[C:25]2[CH:30]=[CH:29][C:28]([OH:31])=[CH:27][CH:26]=2)=[C:16](\[C:19]2[CH:24]=[CH:23][CH:22]=[CH:21][CH:20]=2)/[CH2:17][CH3:18])=[CH:11][CH:10]=1, predict the reaction product. The product is: [CH3:1][NH:2][CH2:3][CH2:4][O:5][C:9]1[N:14]=[CH:13][C:12](/[C:15](/[C:25]2[CH:26]=[CH:27][C:28]([OH:31])=[CH:29][CH:30]=2)=[C:16](\[C:19]2[CH:24]=[CH:23][CH:22]=[CH:21][CH:20]=2)/[CH2:17][CH3:18])=[CH:11][CH:10]=1. (4) Given the reactants Br[C:2]1[C:7]2=[N:8][C:9]([C:12]([N:14]3[CH2:18][CH2:17][CH:16]([OH:19])[CH2:15]3)=[O:13])=[CH:10][N:11]=[C:6]2[CH:5]=[N:4][CH:3]=1.[F:20][C:21]1[CH:26]=[CH:25][C:24]([C:27]([F:30])([F:29])[F:28])=[CH:23][C:22]=1B(O)O.C(=O)([O-])[O-].[Cs+].[Cs+].O1CCOCC1, predict the reaction product. The product is: [F:20][C:21]1[CH:22]=[CH:23][C:24]([C:27]([F:28])([F:29])[F:30])=[CH:25][C:26]=1[C:2]1[C:7]2=[N:8][C:9]([C:12]([N:14]3[CH2:18][CH2:17][CH:16]([OH:19])[CH2:15]3)=[O:13])=[CH:10][N:11]=[C:6]2[CH:5]=[N:4][CH:3]=1. (5) Given the reactants Cl.[NH2:2][C:3]1[CH:8]=[CH:7][C:6]([N:9]2[CH2:14][CH2:13][C:12](=O)[CH2:11][CH2:10]2)=[CH:5][CH:4]=1.[Cl:16][C:17]1[C:18]([O:27][C:28]2[CH:33]=[CH:32][C:31]([S:34](Cl)(=[O:36])=[O:35])=[CH:30][CH:29]=2)=[N:19][CH:20]=[C:21]([C:23]([F:26])([F:25])[F:24])[CH:22]=1.[CH:38]1[CH:43]=[C:42]([OH:44])[CH:41]=[C:40]([CH:45]([OH:48])[CH2:46][NH2:47])[CH:39]=1, predict the reaction product. The product is: [Cl:16][C:17]1[C:18]([O:27][C:28]2[CH:33]=[CH:32][C:31]([S:34]([NH:2][C:3]3[CH:8]=[CH:7][C:6]([N:9]4[CH2:14][CH2:13][CH:12]([NH:47][CH2:46][CH:45]([OH:48])[C:40]5[CH:39]=[CH:38][CH:43]=[C:42]([OH:44])[CH:41]=5)[CH2:11][CH2:10]4)=[CH:5][CH:4]=3)(=[O:36])=[O:35])=[CH:30][CH:29]=2)=[N:19][CH:20]=[C:21]([C:23]([F:26])([F:25])[F:24])[CH:22]=1. (6) Given the reactants [CH2:1]1[CH2:6][C@@H:5]([C:7]([OH:9])=[O:8])[NH:4][CH2:3][CH2:2]1.[ClH:10], predict the reaction product. The product is: [CH2:1]1[CH2:6][C@@H:5]([C:7]([OH:9])=[O:8])[NH:4][CH2:3][CH2:2]1.[ClH:10]. (7) The product is: [N-:1]=[C:2]=[O:3].[CH2:15]([C:14]([CH2:2][OH:3])([CH2:10][OH:11])[CH2:13][CH3:12])[OH:30].[CH3:39][C:40]1[C:45]([N:46]=[C:47]=[O:48])=[CH:44][C:43]([N:1]=[C:2]=[O:3])=[CH:42][CH:41]=1.[CH2:7]([C:25]([CH2:2][OH:3])([CH2:24][OH:18])[CH2:26][CH3:27])[OH:8].[CH2:57]([CH2:56][CH2:55][N:54]=[C:53]=[O:52])[CH2:62][CH2:63][CH2:64][N:1]=[C:2]=[O:3].[CH2:76]([CH2:77][CH2:78][N:81]=[C:82]=[O:83])[CH2:75][CH2:74][CH2:73][N:1]=[C:2]=[O:3].[CH2:89]([CH2:90][CH2:93][N:94]=[C:95]=[O:96])[CH2:88][CH2:87][CH2:92][N:1]=[C:2]=[O:3].[CH2:27]([N:28]=[C:29]=[O:30])[CH2:26][CH2:25][CH2:24][CH2:23][CH2:22][N:1]=[C:2]=[O:3]. Given the reactants [N-:1]=[C:2]=[O:3].C(N=[C:10]=[O:11])CN=[C:7]=[O:8].[CH2:12](N=C=O)[CH2:13][CH2:14][CH2:15]N=C=[O:18].[CH2:22](N=C=O)[CH2:23][CH2:24][CH2:25][CH2:26][CH2:27][N:28]=[C:29]=[O:30].C(N=C=O)CCCC[CH2:39][CH2:40][CH2:41][CH2:42][CH2:43][CH2:44][CH2:45][N:46]=[C:47]=[O:48].[O:52]=[C:53]=[N:54][CH:55]1[CH2:64][C:63](C)(C)[CH2:62][C:57](C)(CN=C=O)[CH2:56]1.C1[CH:73]([CH2:74][CH:75]2CC[CH:78]([N:81]=[C:82]=[O:83])[CH2:77][CH2:76]2)CCC(N=C=O)C1.[C:87]1(CN=C=O)[CH:92]=C[C:90]([CH2:93][N:94]=[C:95]=[O:96])=[CH:89][CH:88]=1, predict the reaction product.